From a dataset of Reaction yield outcomes from USPTO patents with 853,638 reactions. Predict the reaction yield, written as a fraction of the theoretical maximum amount of product (1.0 means a 100% yield; for example, 0.34 means a 34% yield). (1) The product is [CH3:11][O:10][C:8](=[O:9])[CH2:7][CH2:6][CH2:5][CH2:4][NH:3][CH2:2][C:30](=[O:31])[CH2:29][CH2:28][N:25]1[CH2:26][CH2:27][CH:22]([O:21][C:19](=[O:20])[NH:18][C:13]2[CH:14]=[CH:15][CH:16]=[CH:17][C:12]=2[C:33]2[CH:34]=[CH:35][CH:36]=[CH:37][CH:38]=2)[CH2:23][CH2:24]1. The reactants are Cl.[CH3:2][NH:3][CH2:4][CH2:5][CH2:6][CH2:7][C:8]([O:10][CH3:11])=[O:9].[C:12]1([C:33]2[CH:38]=[CH:37][CH:36]=[CH:35][CH:34]=2)[CH:17]=[CH:16][CH:15]=[CH:14][C:13]=1[NH:18][C:19]([O:21][CH:22]1[CH2:27][CH2:26][N:25]([CH2:28][CH2:29][C:30](O)=[O:31])[CH2:24][CH2:23]1)=[O:20].ON1C2N=CC=CC=2N=N1.N1C(C)=CC=CC=1C.CCN=C=NCCCN(C)C.Cl.C(=O)(O)[O-].[Na+]. The yield is 0.690. The catalyst is C(Cl)Cl.CO. (2) The reactants are [NH2:1][C@@H:2]([CH2:18][C:19]1[CH:24]=[C:23]([F:25])[CH:22]=[C:21]([F:26])[CH:20]=1)[C@@H:3]([C@H:5]1[CH2:10][O:9][C@@H:8]([O:11][CH2:12][C:13]([CH3:16])([CH3:15])[CH3:14])[C@H:7]([CH3:17])[NH:6]1)[OH:4].[C:27](OC(=O)C)(=[O:29])[CH3:28].[ClH:34]. The catalyst is C(OCC)C.C1C=CC=CC=1. The product is [ClH:34].[F:26][C:21]1[CH:20]=[C:19]([CH:24]=[C:23]([F:25])[CH:22]=1)[CH2:18][C@H:2]([NH:1][C:27](=[O:29])[CH3:28])[C@@H:3]([C@H:5]1[CH2:10][O:9][C@@H:8]([O:11][CH2:12][C:13]([CH3:15])([CH3:16])[CH3:14])[C@H:7]([CH3:17])[NH:6]1)[OH:4]. The yield is 0.450. (3) The reactants are [CH3:1][O:2][C:3](=[O:15])[C:4]1[CH:9]=[C:8](I)[C:7]([CH:11]([F:13])[CH3:12])=[CH:6][C:5]=1[NH2:14].[CH3:16][N:17]1[C:21]([Sn](CCCC)(CCCC)CCCC)=[CH:20][CH:19]=[N:18]1. The catalyst is O1CCOCC1.Cl[Pd](Cl)([P](C1C=CC=CC=1)(C1C=CC=CC=1)C1C=CC=CC=1)[P](C1C=CC=CC=1)(C1C=CC=CC=1)C1C=CC=CC=1. The product is [CH3:1][O:2][C:3](=[O:15])[C:4]1[CH:9]=[C:8]([C:21]2[N:17]([CH3:16])[N:18]=[CH:19][CH:20]=2)[C:7]([CH:11]([F:13])[CH3:12])=[CH:6][C:5]=1[NH2:14]. The yield is 0.930. (4) The reactants are O[C:2]1[C:3]([C:11]([O:13][CH2:14][CH3:15])=[O:12])=[N:4][N:5]([CH3:10])[C:6](=[O:9])[C:7]=1[CH3:8].O=P(Cl)(Cl)[Cl:18]. No catalyst specified. The product is [Cl:18][C:2]1[C:3]([C:11]([O:13][CH2:14][CH3:15])=[O:12])=[N:4][N:5]([CH3:10])[C:6](=[O:9])[C:7]=1[CH3:8]. The yield is 0.860.